Predict the reaction yield, written as a fraction of the theoretical maximum amount of product (1.0 means a 100% yield; for example, 0.34 means a 34% yield). From a dataset of Reaction yield outcomes from USPTO patents with 853,638 reactions. (1) The reactants are OO[S:3]([O-:5])=[O:4].[K+].C(S[CH2:10][C:11]1[N:12]([CH2:38][CH2:39][CH3:40])[C:13]([C:16]2[CH:21]=[CH:20][N:19]=[C:18]([NH:22][C:23]3[CH:28]=[CH:27][C:26]([S:29](=[O:37])(=[O:36])[NH:30][CH2:31][CH2:32][O:33][CH2:34][CH3:35])=[CH:25][CH:24]=3)[N:17]=2)=[CH:14][N:15]=1)C.CO.[CH3:43][C:44](C)=O.O. The catalyst is O. The product is [CH2:43]([S:3]([CH2:10][C:11]1[N:12]([CH2:38][CH2:39][CH3:40])[C:13]([C:16]2[CH:21]=[CH:20][N:19]=[C:18]([NH:22][C:23]3[CH:24]=[CH:25][C:26]([S:29](=[O:37])(=[O:36])[NH:30][CH2:31][CH2:32][O:33][CH2:34][CH3:35])=[CH:27][CH:28]=3)[N:17]=2)=[CH:14][N:15]=1)(=[O:5])=[O:4])[CH3:44]. The yield is 0.590. (2) The reactants are [CH3:1][O-:2].[Na+].CO.Cl[C:7]1[N:16]=[C:15]([O:17][CH3:18])[C:14]2[CH2:13][CH2:12][C@H:11]3[C@H:19]([CH3:26])[C:20](=[O:25])[C:21]([C:23]#[N:24])=[CH:22][C@:10]3([C:27]3[CH:32]=[CH:31][CH:30]=[CH:29][CH:28]=3)[C:9]=2[N:8]=1. The catalyst is O. The product is [CH3:1][O:2][C:7]1[N:16]=[C:15]([O:17][CH3:18])[C:14]2[CH2:13][CH2:12][C@H:11]3[C@H:19]([CH3:26])[C:20](=[O:25])[C:21]([C:23]#[N:24])=[CH:22][C@:10]3([C:27]3[CH:32]=[CH:31][CH:30]=[CH:29][CH:28]=3)[C:9]=2[N:8]=1. The yield is 0.470. (3) The reactants are Br[C:2]1[CH:7]=[CH:6][C:5]([C:8]2[O:9][C:10]([CH3:21])=[C:11]([CH2:13][CH2:14][N:15]3[CH2:19][CH2:18][CH2:17][C@H:16]3[CH3:20])[N:12]=2)=[CH:4][CH:3]=1.C(=O)([O-])[O-].[Na+].[Na+].[C:28]([C:31]1[CH:36]=[CH:35][C:34](B(O)O)=[CH:33][CH:32]=1)(=[O:30])[CH3:29]. The catalyst is C1(C)C=CC=CC=1.O.C(O)C.[Pd].C1(P(C2C=CC=CC=2)C2C=CC=CC=2)C=CC=CC=1.C1(P(C2C=CC=CC=2)C2C=CC=CC=2)C=CC=CC=1.C1(P(C2C=CC=CC=2)C2C=CC=CC=2)C=CC=CC=1.C1(P(C2C=CC=CC=2)C2C=CC=CC=2)C=CC=CC=1. The product is [CH3:21][C:10]1[O:9][C:8]([C:5]2[CH:6]=[CH:7][C:2]([C:34]3[CH:35]=[CH:36][C:31]([C:28](=[O:30])[CH3:29])=[CH:32][CH:33]=3)=[CH:3][CH:4]=2)=[N:12][C:11]=1[CH2:13][CH2:14][N:15]1[CH2:19][CH2:18][CH2:17][C@H:16]1[CH3:20]. The yield is 0.560. (4) The reactants are [CH3:1][C:2]1[CH:7]=[CH:6][C:5]([S:8]([O:11][CH2:12][CH:13]2[CH2:17][C:16]3[CH:18]=[C:19]([Cl:30])[CH:20]=[C:21](OS(C(F)(F)F)(=O)=O)[C:15]=3[O:14]2)(=[O:10])=[O:9])=[CH:4][CH:3]=1.[S:31]1[CH:35]=[CH:34][C:33](B(O)O)=[CH:32]1.C(=O)([O-])[O-].[K+].[K+]. The catalyst is C1C=CC([PH+]([C]2[CH][CH][CH][CH]2)C2C=CC=CC=2)=CC=1.C1C=CC([PH+]([C]2[CH][CH][CH][CH]2)C2C=CC=CC=2)=CC=1.C(Cl)Cl.Cl[Pd]Cl.[Fe]. The product is [CH3:1][C:2]1[CH:3]=[CH:4][C:5]([S:8]([O:11][CH2:12][CH:13]2[CH2:17][C:16]3[CH:18]=[C:19]([Cl:30])[CH:20]=[C:21]([C:33]4[CH:34]=[CH:35][S:31][CH:32]=4)[C:15]=3[O:14]2)(=[O:10])=[O:9])=[CH:6][CH:7]=1. The yield is 0.170. (5) The reactants are [F:1][C:2]([F:27])([F:26])[CH:3]([N:16]1[CH2:21][CH2:20][CH:19]([C:22]([O:24][CH3:25])=[O:23])[CH2:18][CH2:17]1)[C:4]1[CH:13]=[CH:12][C:11]2[C:6](=[CH:7][CH:8]=[C:9]([O:14]C)[CH:10]=2)[CH:5]=1.B(Br)(Br)Br.CO.C([O-])(O)=O.[Na+]. The catalyst is C(Cl)Cl. The product is [F:27][C:2]([F:1])([F:26])[CH:3]([N:16]1[CH2:21][CH2:20][CH:19]([C:22]([O:24][CH3:25])=[O:23])[CH2:18][CH2:17]1)[C:4]1[CH:13]=[CH:12][C:11]2[C:6](=[CH:7][CH:8]=[C:9]([OH:14])[CH:10]=2)[CH:5]=1. The yield is 0.470. (6) The reactants are Cl[C:2]1[N:7]=[CH:6][C:5]([C:8](=[O:10])[CH3:9])=[CH:4][CH:3]=1.[NH:11]1[CH2:16][CH2:15][NH:14][CH2:13][CH2:12]1. No catalyst specified. The product is [N:11]1([C:2]2[N:7]=[CH:6][C:5]([C:8](=[O:10])[CH3:9])=[CH:4][CH:3]=2)[CH2:16][CH2:15][NH:14][CH2:13][CH2:12]1. The yield is 0.900.